Dataset: CYP3A4 inhibition data for predicting drug metabolism from PubChem BioAssay. Task: Regression/Classification. Given a drug SMILES string, predict its absorption, distribution, metabolism, or excretion properties. Task type varies by dataset: regression for continuous measurements (e.g., permeability, clearance, half-life) or binary classification for categorical outcomes (e.g., BBB penetration, CYP inhibition). Dataset: cyp3a4_veith. (1) The drug is COc1ccc(NC(=O)CN2c3cccc4cccc(c34)S2(=O)=O)cc1. The result is 1 (inhibitor). (2) The molecule is CN(C)C(=O)c1ccc(-c2nc(N(C)Cc3ccco3)c3ccccc3n2)cc1. The result is 0 (non-inhibitor). (3) The result is 1 (inhibitor). The compound is CCCC[C@@H]1C[C@H]1C(NC(=O)c1cccs1)c1ccc(C(F)(F)F)cc1. (4) The compound is FC(F)(F)c1cccc(Oc2nc(-c3ccccc3)nnc2C(F)(F)F)c1. The result is 0 (non-inhibitor). (5) The compound is Cc1ccc(C(=O)N/N=C/c2sc(=O)n(Cc3cccc(C(=O)O)c3)c2Cl)cc1. The result is 0 (non-inhibitor). (6) The molecule is CC(C)NC(=O)N1CCC2(CC1)CCN(C(=O)c1cccn1C)CC2. The result is 0 (non-inhibitor). (7) The molecule is CC(C)(C)N1C(=O)[C@H]2CC[C@H]3/C(=N\NC(=O)OCc4ccccc4)C[C@@H](O)[C@@H](O)[C@@H]3[C@@H]2C1=O. The result is 0 (non-inhibitor).